From a dataset of NCI-60 drug combinations with 297,098 pairs across 59 cell lines. Regression. Given two drug SMILES strings and cell line genomic features, predict the synergy score measuring deviation from expected non-interaction effect. (1) Drug 1: CC1=C2C(C(=O)C3(C(CC4C(C3C(C(C2(C)C)(CC1OC(=O)C(C(C5=CC=CC=C5)NC(=O)C6=CC=CC=C6)O)O)OC(=O)C7=CC=CC=C7)(CO4)OC(=O)C)O)C)OC(=O)C. Drug 2: CC1CC(C(C(C=C(C(C(C=CC=C(C(=O)NC2=CC(=O)C(=C(C1)C2=O)OC)C)OC)OC(=O)N)C)C)O)OC. Cell line: SW-620. Synergy scores: CSS=79.7, Synergy_ZIP=4.14, Synergy_Bliss=2.08, Synergy_Loewe=2.63, Synergy_HSA=5.51. (2) Drug 1: CC1C(C(CC(O1)OC2CC(CC3=C2C(=C4C(=C3O)C(=O)C5=C(C4=O)C(=CC=C5)OC)O)(C(=O)CO)O)N)O.Cl. Cell line: HT29. Drug 2: C1=NNC2=C1C(=O)NC=N2. Synergy scores: CSS=1.84, Synergy_ZIP=2.81, Synergy_Bliss=4.67, Synergy_Loewe=0.548, Synergy_HSA=1.01. (3) Drug 1: C1=NC2=C(N1)C(=S)N=C(N2)N. Drug 2: C1CCC(C(C1)N)N.C(=O)(C(=O)[O-])[O-].[Pt+4]. Cell line: COLO 205. Synergy scores: CSS=35.4, Synergy_ZIP=-8.09, Synergy_Bliss=-3.38, Synergy_Loewe=-18.5, Synergy_HSA=-1.90. (4) Drug 1: CCC1=CC2CC(C3=C(CN(C2)C1)C4=CC=CC=C4N3)(C5=C(C=C6C(=C5)C78CCN9C7C(C=CC9)(C(C(C8N6C)(C(=O)OC)O)OC(=O)C)CC)OC)C(=O)OC.C(C(C(=O)O)O)(C(=O)O)O. Drug 2: C1=NC2=C(N=C(N=C2N1C3C(C(C(O3)CO)O)O)F)N. Cell line: NCI-H460. Synergy scores: CSS=56.2, Synergy_ZIP=1.90, Synergy_Bliss=-0.941, Synergy_Loewe=-18.4, Synergy_HSA=-0.595. (5) Drug 1: CC1=C(C=C(C=C1)NC(=O)C2=CC=C(C=C2)CN3CCN(CC3)C)NC4=NC=CC(=N4)C5=CN=CC=C5. Drug 2: CC1CCC2CC(C(=CC=CC=CC(CC(C(=O)C(C(C(=CC(C(=O)CC(OC(=O)C3CCCCN3C(=O)C(=O)C1(O2)O)C(C)CC4CCC(C(C4)OC)O)C)C)O)OC)C)C)C)OC. Cell line: K-562. Synergy scores: CSS=57.2, Synergy_ZIP=1.04, Synergy_Bliss=-0.418, Synergy_Loewe=-3.62, Synergy_HSA=-0.387. (6) Drug 1: CC12CCC3C(C1CCC2=O)CC(=C)C4=CC(=O)C=CC34C. Drug 2: CC(C)NC(=O)C1=CC=C(C=C1)CNNC.Cl. Cell line: PC-3. Synergy scores: CSS=46.2, Synergy_ZIP=2.27, Synergy_Bliss=3.90, Synergy_Loewe=-1.95, Synergy_HSA=1.38.